Dataset: NCI-60 drug combinations with 297,098 pairs across 59 cell lines. Task: Regression. Given two drug SMILES strings and cell line genomic features, predict the synergy score measuring deviation from expected non-interaction effect. (1) Drug 1: C1CN(CCN1C(=O)CCBr)C(=O)CCBr. Drug 2: CC1C(C(CC(O1)OC2CC(CC3=C2C(=C4C(=C3O)C(=O)C5=C(C4=O)C(=CC=C5)OC)O)(C(=O)CO)O)N)O.Cl. Cell line: UO-31. Synergy scores: CSS=59.8, Synergy_ZIP=-10.4, Synergy_Bliss=-8.71, Synergy_Loewe=-5.15, Synergy_HSA=-3.32. (2) Drug 1: CCC1(CC2CC(C3=C(CCN(C2)C1)C4=CC=CC=C4N3)(C5=C(C=C6C(=C5)C78CCN9C7C(C=CC9)(C(C(C8N6C=O)(C(=O)OC)O)OC(=O)C)CC)OC)C(=O)OC)O.OS(=O)(=O)O. Drug 2: C(=O)(N)NO. Cell line: HS 578T. Synergy scores: CSS=1.32, Synergy_ZIP=-0.707, Synergy_Bliss=-1.21, Synergy_Loewe=0.0901, Synergy_HSA=-0.819. (3) Drug 1: COC1=CC(=CC(=C1O)OC)C2C3C(COC3=O)C(C4=CC5=C(C=C24)OCO5)OC6C(C(C7C(O6)COC(O7)C8=CC=CS8)O)O. Drug 2: CC(C1=C(C=CC(=C1Cl)F)Cl)OC2=C(N=CC(=C2)C3=CN(N=C3)C4CCNCC4)N. Cell line: CCRF-CEM. Synergy scores: CSS=56.8, Synergy_ZIP=-5.30, Synergy_Bliss=-8.25, Synergy_Loewe=-13.2, Synergy_HSA=-6.36.